This data is from Full USPTO retrosynthesis dataset with 1.9M reactions from patents (1976-2016). The task is: Predict the reactants needed to synthesize the given product. (1) Given the product [F:13][C:9]1[C:8]([F:14])=[C:7]2[C:12]([C:3]([CH2:2][N:24]3[C:25]4[CH:31]=[CH:30][CH:29]=[CH:28][C:26]=4[N:27]=[C:23]3[C:22]3[CH:21]=[CH:20][N:19]=[CH:18][C:17]=3[F:16])=[CH:4][C:5](=[O:15])[NH:6]2)=[CH:11][CH:10]=1, predict the reactants needed to synthesize it. The reactants are: Br[CH2:2][C:3]1[C:12]2[C:7](=[C:8]([F:14])[C:9]([F:13])=[CH:10][CH:11]=2)[NH:6][C:5](=[O:15])[CH:4]=1.[F:16][C:17]1[CH:18]=[N:19][CH:20]=[CH:21][C:22]=1[C:23]1[NH:27][C:26]2[CH:28]=[CH:29][CH:30]=[CH:31][C:25]=2[N:24]=1. (2) The reactants are: [C:1]([NH:4][CH:5]([C:11]([O:13][CH2:14][CH3:15])=[O:12])[C:6]([O:8][CH2:9][CH3:10])=[O:7])(=[O:3])[CH3:2].[H-].[Na+].C(OC(=O)NC1([CH2:33][CH2:34][C:35]2[CH:40]=[CH:39][C:38]([O:41][CH2:42]CCCCCC)=[C:37]([C:49](F)(F)F)[CH:36]=2)COC(C)(C)OC1)(C)(C)C.CN(C)C=[O:57]. Given the product [CH2:9]([O:8][C:6](=[O:7])[C:5]([NH:4][C:1](=[O:3])[CH3:2])([CH2:33][C:34]([C:35]1[CH:40]=[CH:39][C:38]([O:41][CH3:42])=[C:37]([CH3:49])[CH:36]=1)=[O:57])[C:11]([O:13][CH2:14][CH3:15])=[O:12])[CH3:10], predict the reactants needed to synthesize it. (3) Given the product [N:14]1([C:2]2[CH:9]=[CH:8][C:7]([C:10]([F:13])([F:12])[F:11])=[CH:6][C:3]=2[CH:4]=[O:5])[CH2:18][CH2:17][CH2:16][CH2:15]1, predict the reactants needed to synthesize it. The reactants are: F[C:2]1[CH:9]=[CH:8][C:7]([C:10]([F:13])([F:12])[F:11])=[CH:6][C:3]=1[CH:4]=[O:5].[NH:14]1[CH2:18][CH2:17][CH2:16][CH2:15]1.C(=O)([O-])[O-].[K+].[K+].CS(C)=O.